This data is from NCI-60 drug combinations with 297,098 pairs across 59 cell lines. The task is: Regression. Given two drug SMILES strings and cell line genomic features, predict the synergy score measuring deviation from expected non-interaction effect. (1) Drug 1: C1CCN(CC1)CCOC2=CC=C(C=C2)C(=O)C3=C(SC4=C3C=CC(=C4)O)C5=CC=C(C=C5)O. Drug 2: CC(C1=C(C=CC(=C1Cl)F)Cl)OC2=C(N=CC(=C2)C3=CN(N=C3)C4CCNCC4)N. Cell line: OVCAR-4. Synergy scores: CSS=-1.92, Synergy_ZIP=-0.422, Synergy_Bliss=-3.83, Synergy_Loewe=-5.89, Synergy_HSA=-4.80. (2) Drug 1: C1=CN(C(=O)N=C1N)C2C(C(C(O2)CO)O)O.Cl. Drug 2: CS(=O)(=O)CCNCC1=CC=C(O1)C2=CC3=C(C=C2)N=CN=C3NC4=CC(=C(C=C4)OCC5=CC(=CC=C5)F)Cl. Cell line: NCI-H226. Synergy scores: CSS=1.20, Synergy_ZIP=-0.899, Synergy_Bliss=-0.149, Synergy_Loewe=-4.27, Synergy_HSA=-1.38. (3) Drug 1: CN1C2=C(C=C(C=C2)N(CCCl)CCCl)N=C1CCCC(=O)O.Cl. Drug 2: C#CCC(CC1=CN=C2C(=N1)C(=NC(=N2)N)N)C3=CC=C(C=C3)C(=O)NC(CCC(=O)O)C(=O)O. Cell line: HS 578T. Synergy scores: CSS=-2.78, Synergy_ZIP=0.634, Synergy_Bliss=-1.86, Synergy_Loewe=-2.27, Synergy_HSA=-3.69. (4) Drug 1: C1CCC(C1)C(CC#N)N2C=C(C=N2)C3=C4C=CNC4=NC=N3. Drug 2: CCC1(CC2CC(C3=C(CCN(C2)C1)C4=CC=CC=C4N3)(C5=C(C=C6C(=C5)C78CCN9C7C(C=CC9)(C(C(C8N6C)(C(=O)OC)O)OC(=O)C)CC)OC)C(=O)OC)O.OS(=O)(=O)O. Cell line: U251. Synergy scores: CSS=36.1, Synergy_ZIP=0.0369, Synergy_Bliss=0.416, Synergy_Loewe=-49.5, Synergy_HSA=0.530. (5) Drug 1: CC12CCC3C(C1CCC2=O)CC(=C)C4=CC(=O)C=CC34C. Drug 2: C1CN(P(=O)(OC1)NCCCl)CCCl. Cell line: NCI-H226. Synergy scores: CSS=17.6, Synergy_ZIP=1.32, Synergy_Bliss=7.23, Synergy_Loewe=-5.34, Synergy_HSA=5.65. (6) Drug 1: C1CCN(CC1)CCOC2=CC=C(C=C2)C(=O)C3=C(SC4=C3C=CC(=C4)O)C5=CC=C(C=C5)O. Cell line: RPMI-8226. Synergy scores: CSS=13.1, Synergy_ZIP=5.89, Synergy_Bliss=9.84, Synergy_Loewe=2.28, Synergy_HSA=4.33. Drug 2: C1=CN(C(=O)N=C1N)C2C(C(C(O2)CO)O)O.Cl. (7) Drug 1: CC1=C2C(C(=O)C3(C(CC4C(C3C(C(C2(C)C)(CC1OC(=O)C(C(C5=CC=CC=C5)NC(=O)C6=CC=CC=C6)O)O)OC(=O)C7=CC=CC=C7)(CO4)OC(=O)C)O)C)OC(=O)C. Drug 2: CC1CCCC2(C(O2)CC(NC(=O)CC(C(C(=O)C(C1O)C)(C)C)O)C(=CC3=CSC(=N3)C)C)C. Cell line: NCI/ADR-RES. Synergy scores: CSS=7.28, Synergy_ZIP=0.655, Synergy_Bliss=1.76, Synergy_Loewe=-3.19, Synergy_HSA=-0.618. (8) Drug 1: CC12CCC(CC1=CCC3C2CCC4(C3CC=C4C5=CN=CC=C5)C)O. Drug 2: CCC1(C2=C(COC1=O)C(=O)N3CC4=CC5=C(C=CC(=C5CN(C)C)O)N=C4C3=C2)O.Cl. Cell line: MDA-MB-231. Synergy scores: CSS=37.4, Synergy_ZIP=3.12, Synergy_Bliss=9.58, Synergy_Loewe=-27.4, Synergy_HSA=11.0. (9) Drug 1: C1=CN(C(=O)N=C1N)C2C(C(C(O2)CO)O)(F)F. Drug 2: CCN(CC)CCNC(=O)C1=C(NC(=C1C)C=C2C3=C(C=CC(=C3)F)NC2=O)C. Cell line: NCIH23. Synergy scores: CSS=77.6, Synergy_ZIP=-3.07, Synergy_Bliss=-3.86, Synergy_Loewe=-2.78, Synergy_HSA=-1.38.